Dataset: Forward reaction prediction with 1.9M reactions from USPTO patents (1976-2016). Task: Predict the product of the given reaction. (1) Given the reactants [CH2:1]([NH:8][CH:9]1[CH2:14][CH2:13][CH:12]([OH:15])[CH2:11][CH2:10]1)[C:2]1[CH:7]=[CH:6][CH:5]=[CH:4][CH:3]=1.[H-].[Na+].Cl[C:19]1[CH:26]=[CH:25][C:22]([C:23]#[N:24])=[CH:21][N:20]=1, predict the reaction product. The product is: [CH2:1]([NH:8][CH:9]1[CH2:14][CH2:13][CH:12]([O:15][C:19]2[CH:26]=[CH:25][C:22]([C:23]#[N:24])=[CH:21][N:20]=2)[CH2:11][CH2:10]1)[C:2]1[CH:7]=[CH:6][CH:5]=[CH:4][CH:3]=1. (2) Given the reactants [F:1][C:2]1[CH:7]=[CH:6][C:5]([C:8]2[O:9][C:10]3[CH:20]=[C:19]([N:21]([CH3:26])[S:22]([CH3:25])(=[O:24])=[O:23])[C:18](B4OC(C)(C)C(C)(C)O4)=[CH:17][C:11]=3[C:12]=2[C:13]([NH:15][CH3:16])=[O:14])=[CH:4][CH:3]=1.Br[C:37]1[CH:38]=[C:39]([C:45]2[O:46][C:47]3[CH:53]=[CH:52][CH:51]=[C:50]([F:54])[C:48]=3[N:49]=2)[C:40]([O:43][CH3:44])=[N:41][CH:42]=1.[O-]P([O-])([O-])=O.[K+].[K+].[K+], predict the reaction product. The product is: [F:54][C:50]1[C:48]2[N:49]=[C:45]([C:39]3[CH:38]=[C:37]([C:18]4[C:19]([N:21]([CH3:26])[S:22]([CH3:25])(=[O:23])=[O:24])=[CH:20][C:10]5[O:9][C:8]([C:5]6[CH:6]=[CH:7][C:2]([F:1])=[CH:3][CH:4]=6)=[C:12]([C:13]([NH:15][CH3:16])=[O:14])[C:11]=5[CH:17]=4)[CH:42]=[N:41][C:40]=3[O:43][CH3:44])[O:46][C:47]=2[CH:53]=[CH:52][CH:51]=1. (3) Given the reactants [NH2:1][C:2]1[C:3]2[N:4]([C:8]([C@H:30]3[CH2:35][N:34]([C:36]([NH:38][CH3:39])=[O:37])[C@H:33]([CH2:40]O)[CH2:32][CH2:31]3)=[N:9][C:10]=2[C:11]2[CH:16]=[CH:15][C:14]([C:17](=[O:29])[NH:18][C:19]3[CH:24]=[C:23]([C:25]([F:28])([F:27])[F:26])[CH:22]=[CH:21][N:20]=3)=[CH:13][CH:12]=2)[CH:5]=[CH:6][N:7]=1.O=S(Cl)Cl, predict the reaction product. The product is: [NH2:1][C:2]1[C:3]2[N:4]([C:8]([C@H:30]3[CH2:35][N:34]4[C:36](=[O:37])[N:38]([CH3:39])[CH2:40][C@@H:33]4[CH2:32][CH2:31]3)=[N:9][C:10]=2[C:11]2[CH:16]=[CH:15][C:14]([C:17]([NH:18][C:19]3[CH:24]=[C:23]([C:25]([F:27])([F:28])[F:26])[CH:22]=[CH:21][N:20]=3)=[O:29])=[CH:13][CH:12]=2)[CH:5]=[CH:6][N:7]=1. (4) Given the reactants [CH3:1][O:2][C:3]1[CH:4]=[C:5]([NH:11][CH:12]2[CH2:17][CH2:16][N:15]([CH2:18][C:19]3[CH:24]=[CH:23][N:22]=[C:21]([C:25]4[CH:30]=[C:29]([O:31][CH3:32])[C:28]([O:33][CH3:34])=[C:27]([O:35][CH3:36])[CH:26]=4)[CH:20]=3)[CH2:14][CH2:13]2)[CH:6]=[C:7]([O:9][CH3:10])[CH:8]=1.[CH3:37][O:38][C:39]1[CH:40]=[C:41]([C:49]2[CH:56]=[CH:55][CH:54]=[CH:53][C:50]=2[CH2:51][Cl:52])[CH:42]=[C:43]([O:47][CH3:48])[C:44]=1[O:45][CH3:46], predict the reaction product. The product is: [ClH:52].[ClH:52].[CH3:1][O:2][C:3]1[CH:4]=[C:5]([N:11]([CH:12]2[CH2:13][CH2:14][N:15]([CH2:18][C:19]3[CH:24]=[CH:23][N:22]=[C:21]([C:25]4[CH:26]=[C:27]([O:35][CH3:36])[C:28]([O:33][CH3:34])=[C:29]([O:31][CH3:32])[CH:30]=4)[CH:20]=3)[CH2:16][CH2:17]2)[CH2:51][C:50]2[CH:53]=[CH:54][CH:55]=[CH:56][C:49]=2[C:41]2[CH:42]=[C:43]([O:47][CH3:48])[C:44]([O:45][CH3:46])=[C:39]([O:38][CH3:37])[CH:40]=2)[CH:6]=[C:7]([O:9][CH3:10])[CH:8]=1.